Dataset: Forward reaction prediction with 1.9M reactions from USPTO patents (1976-2016). Task: Predict the product of the given reaction. (1) Given the reactants C[O:2][CH:3](OC)[C:4]1[CH:5]=[C:6]2[C:11](=[CH:12][CH:13]=1)[N:10]=[CH:9][N:8]([C:14]1[CH:15]=[C:16]([CH:22]=[CH:23][C:24]=1[CH3:25])[C:17]([NH:19][O:20][CH3:21])=[O:18])[C:7]2=[O:26].Cl, predict the reaction product. The product is: [CH:3]([C:4]1[CH:5]=[C:6]2[C:11](=[CH:12][CH:13]=1)[N:10]=[CH:9][N:8]([C:14]1[CH:15]=[C:16]([CH:22]=[CH:23][C:24]=1[CH3:25])[C:17]([NH:19][O:20][CH3:21])=[O:18])[C:7]2=[O:26])=[O:2]. (2) Given the reactants C[O:2][C:3]([C:5]1[CH:6]=[C:7]([N:11]2[C:16](=[O:17])[C:15]([CH2:18][C:19]3[CH:20]=[N:21][CH:22]=[CH:23][CH:24]=3)=[N:14][C:13]3[CH:25]=[CH:26][CH:27]=[N:28][C:12]2=3)[CH:8]=[CH:9][CH:10]=1)=[O:4].[ClH:29], predict the reaction product. The product is: [ClH:29].[C:3]([C:5]1[CH:6]=[C:7]([N:11]2[C:16](=[O:17])[C:15]([CH2:18][C:19]3[CH:20]=[N:21][CH:22]=[CH:23][CH:24]=3)=[N:14][C:13]3[CH:25]=[CH:26][CH:27]=[N:28][C:12]2=3)[CH:8]=[CH:9][CH:10]=1)([OH:4])=[O:2]. (3) Given the reactants C1C=CC(P(C2C=CC=CC=2)C2C=CC=CC=2)=CC=1.CCOC(/N=N/C(OCC)=O)=O.[C:32]1([CH2:38][CH2:39][CH2:40][OH:41])[CH:37]=[CH:36][CH:35]=[CH:34][CH:33]=1.O[C:43]1[CH:44]=[C:45]([CH:61]=[CH:62][CH:63]=1)[C:46]([N:48]1[CH2:53][CH2:52][N:51]([C:54]([O:56][C:57]([CH3:60])([CH3:59])[CH3:58])=[O:55])[CH2:50][CH2:49]1)=[O:47].C(=O)([O-])O.[Na+], predict the reaction product. The product is: [C:32]1([CH2:38][CH2:39][CH2:40][O:41][C:43]2[CH:44]=[C:45]([CH:61]=[CH:62][CH:63]=2)[C:46]([N:48]2[CH2:53][CH2:52][N:51]([C:54]([O:56][C:57]([CH3:58])([CH3:59])[CH3:60])=[O:55])[CH2:50][CH2:49]2)=[O:47])[CH:37]=[CH:36][CH:35]=[CH:34][CH:33]=1. (4) Given the reactants [CH3:1][O:2][C:3]1[CH:4]=[C:5]([NH:9][C:10]2[CH:26]=[CH:25][C:13]3[S:14][C:15]([C:18]4[CH:23]=[CH:22][N:21]=[C:20]([NH2:24])[N:19]=4)=[C:16]([CH3:17])[C:12]=3[CH:11]=2)[CH:6]=[CH:7][CH:8]=1.C(O[C:28]1[CH:33]=[C:32]([CH:31]=[CH:30][CH:29]=1)N)[C:28]1[CH:33]=[CH:32][CH:31]=[CH:30][CH:29]=1.COC1C=C(C=CC=1)N, predict the reaction product. The product is: [CH2:1]([O:2][C:3]1[CH:4]=[C:5]([NH:9][C:10]2[CH:26]=[CH:25][C:13]3[S:14][C:15]([C:18]4[CH:23]=[CH:22][N:21]=[C:20]([NH2:24])[N:19]=4)=[C:16]([CH3:17])[C:12]=3[CH:11]=2)[CH:6]=[CH:7][CH:8]=1)[C:28]1[CH:33]=[CH:32][CH:31]=[CH:30][CH:29]=1. (5) Given the reactants [CH3:1][C@@H:2]1[CH2:6][CH2:5][CH2:4][N:3]1[CH2:7][CH2:8][CH2:9][O:10][C:11]1[CH:16]=[CH:15][C:14]([C:17]2[CH:18]=[CH:19][C:20](=[O:23])[NH:21][N:22]=2)=[CH:13][CH:12]=1.Br[C:25]1[CH:30]=[CH:29][CH:28]=[CH:27][N:26]=1.C(=O)([O-])[O-].[K+].[K+].O, predict the reaction product. The product is: [CH3:1][C@@H:2]1[CH2:6][CH2:5][CH2:4][N:3]1[CH2:7][CH2:8][CH2:9][O:10][C:11]1[CH:16]=[CH:15][C:14]([C:17]2[CH:18]=[CH:19][C:20](=[O:23])[N:21]([C:25]3[CH:30]=[CH:29][CH:28]=[CH:27][N:26]=3)[N:22]=2)=[CH:13][CH:12]=1.